From a dataset of Forward reaction prediction with 1.9M reactions from USPTO patents (1976-2016). Predict the product of the given reaction. (1) The product is: [Cl:1][C:2]1[CH:8]=[CH:7][C:6]([CH3:9])=[CH:5][C:3]=1[NH:4][C:11]([NH2:12])=[O:10]. Given the reactants [Cl:1][C:2]1[CH:8]=[CH:7][C:6]([CH3:9])=[CH:5][C:3]=1[NH2:4].[O-:10][C:11]#[N:12].[K+], predict the reaction product. (2) Given the reactants CO[C:3]([C@H:5]1[C@@H:10]([OH:11])[CH2:9][CH2:8][CH2:7][NH:6]1)=[O:4].C(N(C(C)C)C(C)C)C.[Cl:21][C:22]1[C:29]([CH3:30])=[C:28]([N:31]=[C:32]=[O:33])[CH:27]=[CH:26][C:23]=1[C:24]#[N:25].NC(N)=O.N1CC(=O)NC1=O, predict the reaction product. The product is: [Cl:21][C:22]1[C:29]([CH3:30])=[C:28]([N:31]2[C:3](=[O:4])[CH:5]3[CH:10]([OH:11])[CH2:9][CH2:8][CH2:7][N:6]3[C:32]2=[O:33])[CH:27]=[CH:26][C:23]=1[C:24]#[N:25].